Predict which catalyst facilitates the given reaction. From a dataset of Catalyst prediction with 721,799 reactions and 888 catalyst types from USPTO. (1) Reactant: C[O:2][C:3]1[CH:4]=[CH:5][C:6]2[CH:10]=[CH:9][S:8][C:7]=2[CH:11]=1.[Na].C(S)C. Product: [S:8]1[CH:9]=[CH:10][C:6]2[CH:5]=[CH:4][C:3]([OH:2])=[CH:11][C:7]1=2. The catalyst class is: 3. (2) Reactant: [CH3:1][CH2:2][C:3]1[C:12]2[CH2:13][N:14]3[C:19](=[O:20])[C:18]4[CH2:21][O:22][C:23]([C@:25]([OH:28])([CH2:26][CH3:27])[C:17]=4[CH:16]=[C:15]3[C:11]=2[N:10]=[C:9]2[C:4]=1[CH:5]=[C:6]([O:29][C:30]([N:32]1[CH2:37][CH2:36][CH:35]([N:38]3[CH2:43][CH2:42][CH2:41][CH2:40][CH2:39]3)[CH2:34][CH2:33]1)=[O:31])[CH:7]=[CH:8]2)=[O:24].O.O.O.Cl.[Na].N[C@H](C(O)=O)CS(=O)(O)=O. Product: [CH3:1][CH2:2][C:3]1[C:12]2[CH2:13][N:14]3[C:19](=[O:20])[C:18]4[CH2:21][O:22][C:23]([C@:25]([OH:28])([CH2:26][CH3:27])[C:17]=4[CH:16]=[C:15]3[C:11]=2[N:10]=[C:9]2[C:4]=1[CH:5]=[C:6]([O:29][C:30]([N:32]1[CH2:33][CH2:34][CH:35]([N:38]3[CH2:43][CH2:42][CH2:41][CH2:40][CH2:39]3)[CH2:36][CH2:37]1)=[O:31])[CH:7]=[CH:8]2)=[O:24]. The catalyst class is: 5. (3) Reactant: [NH2:1][C:2]1[N:7]=[CH:6][N:5]=[C:4]2[N:8]([C@@H:30]3[CH2:34][CH2:33][N:32](C(OC(C)(C)C)=O)[CH2:31]3)[N:9]=[C:10]([C:11]3[CH:16]=[CH:15][C:14]([C:17](=[O:29])[NH:18][C:19]4[CH:24]=[C:23]([C:25]([F:28])([F:27])[F:26])[CH:22]=[CH:21][N:20]=4)=[CH:13][CH:12]=3)[C:3]=12.[ClH:42].O1CCOCC1. Product: [ClH:42].[NH2:1][C:2]1[N:7]=[CH:6][N:5]=[C:4]2[N:8]([C@@H:30]3[CH2:34][CH2:33][NH:32][CH2:31]3)[N:9]=[C:10]([C:11]3[CH:12]=[CH:13][C:14]([C:17]([NH:18][C:19]4[CH:24]=[C:23]([C:25]([F:27])([F:26])[F:28])[CH:22]=[CH:21][N:20]=4)=[O:29])=[CH:15][CH:16]=3)[C:3]=12. The catalyst class is: 5. (4) Reactant: [CH3:1][N:2]1[C:10]2[C:5](=[CH:6][CH:7]=[CH:8][CH:9]=2)[C:4]([C:11](O)=O)=[CH:3]1.[C:14](N1C=CN=C1)(N1C=CN=C1)=[O:15].[CH2:26]([N:33]1[CH2:38][CH2:37][CH:36]([CH2:39][CH2:40][NH2:41])[CH2:35][CH2:34]1)[C:27]1[CH:32]=[CH:31][CH:30]=[CH:29][CH:28]=1. Product: [CH2:26]([N:33]1[CH2:38][CH2:37][CH:36]([CH2:39][CH2:40][NH:41][C:14](=[O:15])[CH2:11][C:4]2[C:5]3[C:10](=[CH:9][CH:8]=[CH:7][CH:6]=3)[N:2]([CH3:1])[CH:3]=2)[CH2:35][CH2:34]1)[C:27]1[CH:32]=[CH:31][CH:30]=[CH:29][CH:28]=1. The catalyst class is: 1. (5) Reactant: [I:1][C:2]1[CH:3]=[C:4]([OH:11])[C:5](=[CH:9][CH:10]=1)C(O)=O.CC[N:14]([CH2:17]C)CC.C1C=CC(P(N=[N+]=[N-])(C2C=CC=CC=2)=[O:26])=CC=1.CCOCC. Product: [I:1][C:2]1[CH:10]=[CH:9][C:5]2[NH:14][C:17](=[O:26])[O:11][C:4]=2[CH:3]=1. The catalyst class is: 1. (6) Reactant: C[O:2][C:3]1[CH:11]=[CH:10][C:9]2[N:8]3[CH2:12][CH2:13][CH:14]([CH2:15][C:16]([O:18][CH2:19][CH3:20])=[O:17])[C:7]3=[CH:6][C:5]=2[C:4]=1[CH3:21].B(Br)(Br)Br.C([O-])(O)=O.[Na+]. Product: [OH:2][C:3]1[CH:11]=[CH:10][C:9]2[N:8]3[CH2:12][CH2:13][CH:14]([CH2:15][C:16]([O:18][CH2:19][CH3:20])=[O:17])[C:7]3=[CH:6][C:5]=2[C:4]=1[CH3:21]. The catalyst class is: 2.